Task: Regression. Given two drug SMILES strings and cell line genomic features, predict the synergy score measuring deviation from expected non-interaction effect.. Dataset: NCI-60 drug combinations with 297,098 pairs across 59 cell lines (1) Drug 1: CC(C1=C(C=CC(=C1Cl)F)Cl)OC2=C(N=CC(=C2)C3=CN(N=C3)C4CCNCC4)N. Drug 2: C(CCl)NC(=O)N(CCCl)N=O. Cell line: NCI-H522. Synergy scores: CSS=-3.09, Synergy_ZIP=3.41, Synergy_Bliss=-4.19, Synergy_Loewe=-8.06, Synergy_HSA=-6.22. (2) Drug 1: CCC1=C2CN3C(=CC4=C(C3=O)COC(=O)C4(CC)O)C2=NC5=C1C=C(C=C5)O. Drug 2: CNC(=O)C1=NC=CC(=C1)OC2=CC=C(C=C2)NC(=O)NC3=CC(=C(C=C3)Cl)C(F)(F)F. Cell line: SF-295. Synergy scores: CSS=18.2, Synergy_ZIP=-4.51, Synergy_Bliss=0.511, Synergy_Loewe=-31.2, Synergy_HSA=1.11. (3) Drug 1: COC1=C2C(=CC3=C1OC=C3)C=CC(=O)O2. Drug 2: CC1C(C(CC(O1)OC2CC(CC3=C2C(=C4C(=C3O)C(=O)C5=C(C4=O)C(=CC=C5)OC)O)(C(=O)CO)O)N)O.Cl. Cell line: OVCAR-8. Synergy scores: CSS=36.9, Synergy_ZIP=1.40, Synergy_Bliss=2.35, Synergy_Loewe=-5.53, Synergy_HSA=3.38. (4) Drug 1: CC1=C2C(C(=O)C3(C(CC4C(C3C(C(C2(C)C)(CC1OC(=O)C(C(C5=CC=CC=C5)NC(=O)OC(C)(C)C)O)O)OC(=O)C6=CC=CC=C6)(CO4)OC(=O)C)OC)C)OC. Drug 2: CC(C)NC(=O)C1=CC=C(C=C1)CNNC.Cl. Cell line: SK-MEL-5. Synergy scores: CSS=33.0, Synergy_ZIP=6.51, Synergy_Bliss=5.24, Synergy_Loewe=-10.3, Synergy_HSA=3.29. (5) Drug 1: CC1C(C(=O)NC(C(=O)N2CCCC2C(=O)N(CC(=O)N(C(C(=O)O1)C(C)C)C)C)C(C)C)NC(=O)C3=C4C(=C(C=C3)C)OC5=C(C(=O)C(=C(C5=N4)C(=O)NC6C(OC(=O)C(N(C(=O)CN(C(=O)C7CCCN7C(=O)C(NC6=O)C(C)C)C)C)C(C)C)C)N)C. Drug 2: CC1C(C(CC(O1)OC2CC(CC3=C2C(=C4C(=C3O)C(=O)C5=CC=CC=C5C4=O)O)(C(=O)C)O)N)O. Cell line: M14. Synergy scores: CSS=41.8, Synergy_ZIP=11.3, Synergy_Bliss=11.3, Synergy_Loewe=8.52, Synergy_HSA=10.6. (6) Drug 1: CC1=C(C(CCC1)(C)C)C=CC(=CC=CC(=CC(=O)O)C)C. Drug 2: CC1=C2C(C(=O)C3(C(CC4C(C3C(C(C2(C)C)(CC1OC(=O)C(C(C5=CC=CC=C5)NC(=O)OC(C)(C)C)O)O)OC(=O)C6=CC=CC=C6)(CO4)OC(=O)C)O)C)O. Cell line: OVCAR-4. Synergy scores: CSS=14.9, Synergy_ZIP=9.83, Synergy_Bliss=12.4, Synergy_Loewe=7.67, Synergy_HSA=7.87. (7) Drug 1: CN1CCC(CC1)COC2=C(C=C3C(=C2)N=CN=C3NC4=C(C=C(C=C4)Br)F)OC. Drug 2: CC1CCC2CC(C(=CC=CC=CC(CC(C(=O)C(C(C(=CC(C(=O)CC(OC(=O)C3CCCCN3C(=O)C(=O)C1(O2)O)C(C)CC4CCC(C(C4)OC)O)C)C)O)OC)C)C)C)OC. Cell line: UO-31. Synergy scores: CSS=32.6, Synergy_ZIP=-4.56, Synergy_Bliss=-1.78, Synergy_Loewe=4.27, Synergy_HSA=5.63. (8) Drug 1: CCN(CC)CCNC(=O)C1=C(NC(=C1C)C=C2C3=C(C=CC(=C3)F)NC2=O)C. Drug 2: C(CC(=O)O)C(=O)CN.Cl. Cell line: CAKI-1. Synergy scores: CSS=19.4, Synergy_ZIP=0.113, Synergy_Bliss=5.44, Synergy_Loewe=-5.35, Synergy_HSA=4.72. (9) Drug 1: CN1C2=C(C=C(C=C2)N(CCCl)CCCl)N=C1CCCC(=O)O.Cl. Drug 2: C1=NNC2=C1C(=O)NC=N2. Cell line: SK-MEL-28. Synergy scores: CSS=-1.45, Synergy_ZIP=-0.919, Synergy_Bliss=-3.23, Synergy_Loewe=-3.79, Synergy_HSA=-3.50. (10) Drug 1: CC1C(C(CC(O1)OC2CC(OC(C2O)C)OC3=CC4=CC5=C(C(=O)C(C(C5)C(C(=O)C(C(C)O)O)OC)OC6CC(C(C(O6)C)O)OC7CC(C(C(O7)C)O)OC8CC(C(C(O8)C)O)(C)O)C(=C4C(=C3C)O)O)O)O. Drug 2: CN(CC1=CN=C2C(=N1)C(=NC(=N2)N)N)C3=CC=C(C=C3)C(=O)NC(CCC(=O)O)C(=O)O. Cell line: UO-31. Synergy scores: CSS=47.9, Synergy_ZIP=2.34, Synergy_Bliss=4.93, Synergy_Loewe=-9.48, Synergy_HSA=-2.08.